Predict the product of the given reaction. From a dataset of Forward reaction prediction with 1.9M reactions from USPTO patents (1976-2016). (1) The product is: [NH2:1][C:2]1([C:15]2[CH:20]=[CH:19][CH:18]=[CH:17][CH:16]=2)[CH2:7][CH2:6][NH:5][CH2:4][CH2:3]1. Given the reactants [NH2:1][C:2]1([C:15]2[CH:20]=[CH:19][CH:18]=[CH:17][CH:16]=2)[CH2:7][CH2:6][N:5](CC2C=CC=CC=2)[CH2:4][CH2:3]1, predict the reaction product. (2) Given the reactants [CH3:1][O:2][C:3]1[CH:8]=[CH:7][C:6](Br)=[CH:5][CH:4]=1.[C:10]([C:13]1[CH:18]=[CH:17][C:16](B(O)O)=[CH:15][CH:14]=1)(=[O:12])[CH3:11], predict the reaction product. The product is: [CH3:1][O:2][C:3]1[CH:8]=[CH:7][C:6]([C:16]2[CH:17]=[CH:18][C:13]([C:10](=[O:12])[CH3:11])=[CH:14][CH:15]=2)=[CH:5][CH:4]=1. (3) Given the reactants [Cl:1][C:2]1[CH:3]=[C:4]([C:8]2[C:13]3[N:14]=[C:15](N)[S:16][C:12]=3[CH:11]=[C:10]([CH2:18][C:19]3[CH:24]=[CH:23][C:22]([N+:25]([O-:27])=[O:26])=[CH:21][CH:20]=3)[C:9]=2[F:28])[CH:5]=[CH:6][CH:7]=1.N([O-])=O.[Na+].[PH2](O)=O.C([O-])([O-])=O.[Na+].[Na+], predict the reaction product. The product is: [Cl:1][C:2]1[CH:3]=[C:4]([C:8]2[C:13]3[N:14]=[CH:15][S:16][C:12]=3[CH:11]=[C:10]([CH2:18][C:19]3[CH:24]=[CH:23][C:22]([N+:25]([O-:27])=[O:26])=[CH:21][CH:20]=3)[C:9]=2[F:28])[CH:5]=[CH:6][CH:7]=1. (4) Given the reactants [CH3:1][Mg+].[Br-].[F:4][C:5]1[CH:6]=[N:7][CH:8]=[CH:9][C:10]=1[C:11](N(C)OC)=[O:12], predict the reaction product. The product is: [F:4][C:5]1[CH:6]=[N:7][CH:8]=[CH:9][C:10]=1[C:11](=[O:12])[CH3:1].